The task is: Predict the reactants needed to synthesize the given product.. This data is from Full USPTO retrosynthesis dataset with 1.9M reactions from patents (1976-2016). Given the product [NH:33]1[C:32]2[CH:34]=[CH:35][CH:36]=[CH:37][C:31]=2[N:30]=[C:29]1[C:24]1[CH:23]=[C:22]([N:19]2[CH2:20][CH2:21][N:16]([C:42]3([CH:41]=[O:40])[CH2:20][CH2:21][NH:16][CH2:17][CH2:18]3)[CH2:17][CH2:18]2)[CH:27]=[CH:26][C:25]=1[F:28], predict the reactants needed to synthesize it. The reactants are: C(OC(N1CCC(C([N:16]2[CH2:21][CH2:20][N:19]([C:22]3[CH:27]=[CH:26][C:25]([F:28])=[C:24]([C:29]4[NH:33][C:32]5[CH:34]=[CH:35][CH:36]=[CH:37][C:31]=5[N:30]=4)[CH:23]=3)[CH2:18][CH2:17]2)=O)CC1)=O)(C)(C)C.CC[O:40][CH2:41][CH3:42].